From a dataset of Peptide-MHC class II binding affinity with 134,281 pairs from IEDB. Regression. Given a peptide amino acid sequence and an MHC pseudo amino acid sequence, predict their binding affinity value. This is MHC class II binding data. (1) The peptide sequence is VKDLKKIITRISAVS. The MHC is HLA-DQA10101-DQB10501 with pseudo-sequence HLA-DQA10101-DQB10501. The binding affinity (normalized) is 0. (2) The peptide sequence is KEDIEIIPIQEEEY. The MHC is HLA-DQA10501-DQB10301 with pseudo-sequence HLA-DQA10501-DQB10301. The binding affinity (normalized) is 0.0361.